From a dataset of Forward reaction prediction with 1.9M reactions from USPTO patents (1976-2016). Predict the product of the given reaction. (1) Given the reactants CO[C:3](=[O:27])[C@@H:4]([NH:9][C:10](=[O:26])[C:11]1[CH:16]=[CH:15][C:14]([C:17]#[C:18]/[CH:19]=[CH:20]/[CH2:21][CH:22]([OH:25])[CH2:23][OH:24])=[CH:13][CH:12]=1)[C:5]([NH2:8])([CH3:7])[CH3:6].[NH2:28][OH:29].CC(O)=O, predict the reaction product. The product is: [NH2:8][C:5]([CH3:6])([CH3:7])[C@H:4]([NH:9][C:10](=[O:26])[C:11]1[CH:12]=[CH:13][C:14]([C:17]#[C:18]/[CH:19]=[CH:20]/[CH2:21][CH:22]([OH:25])[CH2:23][OH:24])=[CH:15][CH:16]=1)[C:3]([NH:28][OH:29])=[O:27]. (2) Given the reactants [Cl:1][C:2]1[CH:7]=[C:6]([F:8])[CH:5]=[CH:4][C:3]=1[NH:9][S:10]([CH:13]1[C:18]([C:19]([O:21][CH2:22][CH3:23])=[O:20])=[CH:17]C(=O)[CH2:15][CH2:14]1)(=[O:12])=[O:11].C1(C)C=CC(S([O-])(=O)=O)=CC=1.[NH+]1C=CC=CC=1.CO[CH:44]([O:47][CH3:48])[O:45][CH3:46].O, predict the reaction product. The product is: [Cl:1][C:2]1[CH:7]=[C:6]([F:8])[CH:5]=[CH:4][C:3]=1[NH:9][S:10]([CH:13]1[C:18]([C:19]([O:21][CH2:22][CH3:23])=[O:20])=[CH:17][C:44]([O:45][CH3:46])([O:47][CH3:48])[CH2:15][CH2:14]1)(=[O:11])=[O:12]. (3) Given the reactants [OH:1][C:2]1[CH:7]=[CH:6][C:5]([C:8]2[CH:12]=[C:11]([C:13]([NH2:15])=[O:14])[O:10][N:9]=2)=[CH:4][CH:3]=1.C([O-])([O-])=O.[K+].[K+].[Cl:22][C:23]1[CH:30]=[CH:29][C:28]([F:31])=[CH:27][C:24]=1[CH2:25]Cl, predict the reaction product. The product is: [Cl:22][C:23]1[CH:30]=[CH:29][C:28]([F:31])=[CH:27][C:24]=1[CH2:25][O:1][C:2]1[CH:3]=[CH:4][C:5]([C:8]2[CH:12]=[C:11]([C:13]([NH2:15])=[O:14])[O:10][N:9]=2)=[CH:6][CH:7]=1. (4) Given the reactants C(Cl)(=O)C(Cl)=O.[CH3:7][O:8][C:9]1[C:14]([C:15]2[CH:20]=[CH:19][C:18]([S:21](=[O:24])(=[O:23])[NH2:22])=[CH:17][CH:16]=2)=[CH:13][C:12]([C:25]2[S:29][C:28]([C:30]([OH:32])=O)=[C:27]([CH3:33])[C:26]=2[CH3:34])=[CH:11][CH:10]=1.[CH3:35][N:36]([CH:38]=O)[CH3:37].C(N(CC)CC)C.Cl.[CH3:48][NH:49][O:50][CH3:51], predict the reaction product. The product is: [CH3:38][N:36]([CH:35]=[N:22][S:21]([C:18]1[CH:17]=[CH:16][C:15]([C:14]2[C:9]([O:8][CH3:7])=[CH:10][CH:11]=[C:12]([C:25]3[S:29][C:28]([C:30]([N:49]([O:50][CH3:51])[CH3:48])=[O:32])=[C:27]([CH3:33])[C:26]=3[CH3:34])[CH:13]=2)=[CH:20][CH:19]=1)(=[O:23])=[O:24])[CH3:37].